This data is from Peptide-MHC class I binding affinity with 185,985 pairs from IEDB/IMGT. The task is: Regression. Given a peptide amino acid sequence and an MHC pseudo amino acid sequence, predict their binding affinity value. This is MHC class I binding data. (1) The peptide sequence is RYTRRISLF. The MHC is HLA-A68:02 with pseudo-sequence HLA-A68:02. The binding affinity (normalized) is 0.0847. (2) The peptide sequence is NELNYILWE. The MHC is HLA-B44:03 with pseudo-sequence HLA-B44:03. The binding affinity (normalized) is 0.482.